Dataset: Full USPTO retrosynthesis dataset with 1.9M reactions from patents (1976-2016). Task: Predict the reactants needed to synthesize the given product. (1) Given the product [Si:12]([O:11][CH:7]1[C:8]2[C:4](=[CH:3][C:2]([S:24]([CH2:23][CH2:22][C:21]([O:20][CH3:19])=[O:27])(=[O:26])=[O:25])=[CH:10][CH:9]=2)[CH2:5][CH2:6]1)([C:15]([CH3:18])([CH3:17])[CH3:16])([CH3:14])[CH3:13], predict the reactants needed to synthesize it. The reactants are: Br[C:2]1[CH:3]=[C:4]2[C:8](=[CH:9][CH:10]=1)[CH:7]([O:11][Si:12]([C:15]([CH3:18])([CH3:17])[CH3:16])([CH3:14])[CH3:13])[CH2:6][CH2:5]2.[CH3:19][O:20][C:21](=[O:27])[CH2:22][CH2:23][S:24]([O-:26])=[O:25].[Na+]. (2) Given the product [Cl:20][C:21]1[CH:26]=[CH:25][C:24]([C:2]2[N:7]=[CH:6][N:5]=[C:4]([NH:8][C:9]3[CH:14]=[CH:13][CH:12]=[C:11]([CH2:15][S:16]([CH3:19])(=[O:18])=[O:17])[CH:10]=3)[N:3]=2)=[C:23]([O:30][CH:31]2[CH2:35][CH2:34][CH2:33][CH2:32]2)[CH:22]=1, predict the reactants needed to synthesize it. The reactants are: Cl[C:2]1[N:7]=[CH:6][N:5]=[C:4]([NH:8][C:9]2[CH:14]=[CH:13][CH:12]=[C:11]([CH2:15][S:16]([CH3:19])(=[O:18])=[O:17])[CH:10]=2)[N:3]=1.[Cl:20][C:21]1[CH:26]=[CH:25][C:24](B(O)O)=[C:23]([O:30][CH:31]2[CH2:35][CH2:34][CH2:33][CH2:32]2)[CH:22]=1.C(=O)([O-])[O-].[K+].[K+]. (3) Given the product [C:1]([NH:4][C:5]1[N:10]=[CH:9][C:8]([NH:11][C:12]([N:35]2[CH2:36][CH2:37][N:32]([C:29]3[S:30][CH:31]=[C:27]([C:23]4[CH:24]=[CH:25][CH:26]=[C:21]([F:20])[CH:22]=4)[N:28]=3)[CH2:33][CH2:34]2)=[O:19])=[CH:7][CH:6]=1)(=[O:3])[CH3:2], predict the reactants needed to synthesize it. The reactants are: [C:1]([NH:4][C:5]1[N:10]=[CH:9][C:8]([NH:11][C:12](=[O:19])OCC(Cl)(Cl)Cl)=[CH:7][CH:6]=1)(=[O:3])[CH3:2].[F:20][C:21]1[CH:22]=[C:23]([C:27]2[N:28]=[C:29]([N:32]3[CH2:37][CH2:36][NH:35][CH2:34][CH2:33]3)[S:30][CH:31]=2)[CH:24]=[CH:25][CH:26]=1.C(N(C(C)C)CC)(C)C.O. (4) Given the product [Br:1][C:2]1[CH:3]=[CH:4][C:5]2[N:9]=[C:8]([CH:10]3[CH2:13][CH:12]([CH:14]=[O:15])[CH2:11]3)[N:7]([CH3:19])[C:6]=2[CH:17]=1, predict the reactants needed to synthesize it. The reactants are: [Br:1][C:2]1[CH:3]=[CH:4][C:5]2[N:9]=[C:8]([CH:10]3[CH2:13][C:12](=[CH:14][O:15]C)[CH2:11]3)[NH:7][C:6]=2[CH:17]=1.Cl.[CH3:19]C#N. (5) Given the product [OH:9][CH2:10][C:11]([CH3:40])([C:34]1[CH:39]=[CH:38][CH:37]=[CH:36][CH:35]=1)[CH2:12][CH2:13][CH2:14][CH2:15][S:16][CH2:17][CH2:18][CH2:19][CH2:20][C:21]([CH3:22])([C:23]1[CH:28]=[CH:27][CH:26]=[CH:25][CH:24]=1)[CH2:29][OH:30], predict the reactants needed to synthesize it. The reactants are: [H-].[Al+3].[Li+].[H-].[H-].[H-].C([O:9][C:10](=O)[C:11]([CH3:40])([C:34]1[CH:39]=[CH:38][CH:37]=[CH:36][CH:35]=1)[CH2:12][CH2:13][CH2:14][CH2:15][S:16][CH2:17][CH2:18][CH2:19][CH2:20][C:21]([C:29](OCC)=[O:30])([C:23]1[CH:28]=[CH:27][CH:26]=[CH:25][CH:24]=1)[CH3:22])C. (6) Given the product [CH3:28][C:27]1[O:26][C:25]([C:29]2[CH:30]=[CH:31][CH:32]=[CH:33][CH:34]=2)=[N:24][C:23]=1[CH2:22][S:1][C:2]1[CH:7]=[CH:6][C:5]([S:8]([NH:11][C:12]2[CH:20]=[CH:19][CH:18]=[CH:17][C:13]=2[C:14]([OH:16])=[O:15])(=[O:10])=[O:9])=[CH:4][CH:3]=1, predict the reactants needed to synthesize it. The reactants are: [SH:1][C:2]1[CH:7]=[CH:6][C:5]([S:8]([NH:11][C:12]2[CH:20]=[CH:19][CH:18]=[CH:17][C:13]=2[C:14]([OH:16])=[O:15])(=[O:10])=[O:9])=[CH:4][CH:3]=1.Cl[CH2:22][C:23]1[N:24]=[C:25]([C:29]2[CH:34]=[CH:33][CH:32]=[CH:31][CH:30]=2)[O:26][C:27]=1[CH3:28].C(=O)([O-])[O-].[Cs+].[Cs+]. (7) Given the product [CH:1]1([C:7]2[N:11]3[C:12]4[CH:18]=[CH:17][N:16]([S:19]([C:22]5[CH:28]=[CH:27][C:25]([CH3:26])=[CH:24][CH:23]=5)(=[O:21])=[O:20])[C:13]=4[N:14]=[CH:15][C:10]3=[CH:9][CH:8]=2)[CH2:6][CH2:5][CH2:4][CH2:3][CH2:2]1, predict the reactants needed to synthesize it. The reactants are: [CH:1]1([C:7](=O)[CH2:8][CH2:9][C:10]2[N:11]=[C:12]3[CH:18]=[CH:17][N:16]([S:19]([C:22]4[CH:28]=[CH:27][C:25]([CH3:26])=[CH:24][CH:23]=4)(=[O:21])=[O:20])[C:13]3=[N:14][CH:15]=2)[CH2:6][CH2:5][CH2:4][CH2:3][CH2:2]1.O(C1C=CC(P2(=S)SP(=S)(C3C=CC(OC4C=CC=CC=4)=CC=3)S2)=CC=1)C1C=CC=CC=1.N1C=CN=CC=1. (8) Given the product [Cl:31][C:32]1[CH:33]=[CH:34][C:35]([C:12]2[N:13]([CH:18]3[CH2:19][CH2:20][CH2:21][CH2:22]3)[N:14]=[C:15]3[C:11]=2[CH2:10][CH2:9][NH:8][CH2:17][CH2:16]3)=[CH:36][C:37]=1[F:38], predict the reactants needed to synthesize it. The reactants are: C(OC([N:8]1[CH2:17][CH2:16][C:15]2[C:11](=[C:12](OS(C(F)(F)F)(=O)=O)[N:13]([CH:18]3[CH2:22][CH2:21][CH2:20][CH2:19]3)[N:14]=2)[CH2:10][CH2:9]1)=O)(C)(C)C.[Cl:31][C:32]1[CH:33]=[C:34](B(O)O)[CH:35]=[CH:36][C:37]=1[F:38]. (9) Given the product [CH2:27]([O:29][C:30](=[O:50])[CH2:31][C:32]1([C:35]2[CH:36]=[CH:37][C:38]([C:2]3[CH:3]=[CH:4][C:5]([C:8]4[O:12][N:11]=[C:10]([CH3:13])[C:9]=4[NH:14][CH:15]([CH3:26])[CH2:16][C:17]([CH3:25])([C:19]4[CH:24]=[CH:23][CH:22]=[CH:21][CH:20]=4)[CH3:18])=[CH:6][CH:7]=3)=[CH:39][CH:40]=2)[CH2:33][CH2:34]1)[CH3:28], predict the reactants needed to synthesize it. The reactants are: Br[C:2]1[CH:7]=[CH:6][C:5]([C:8]2[O:12][N:11]=[C:10]([CH3:13])[C:9]=2[NH:14][CH:15]([CH3:26])[CH2:16][C:17]([CH3:25])([C:19]2[CH:24]=[CH:23][CH:22]=[CH:21][CH:20]=2)[CH3:18])=[CH:4][CH:3]=1.[CH2:27]([O:29][C:30](=[O:50])[CH2:31][C:32]1([C:35]2[CH:40]=[CH:39][C:38](B3OC(C)(C)C(C)(C)O3)=[CH:37][CH:36]=2)[CH2:34][CH2:33]1)[CH3:28]. (10) Given the product [CH2:6]([O:8][C:9]([C:11]1[C:15]([CH3:16])=[C:14]([CH:32]=[O:33])[S:13][C:12]=1[NH:17][C:18](=[O:31])[C:19]1[CH:24]=[CH:23][CH:22]=[C:21]([CH2:25][N:26]([CH2:29][CH3:30])[CH2:27][CH3:28])[CH:20]=1)=[O:10])[CH3:7], predict the reactants needed to synthesize it. The reactants are: P(Cl)(Cl)(Cl)=O.[CH2:6]([O:8][C:9]([C:11]1[C:15]([CH3:16])=[CH:14][S:13][C:12]=1[NH:17][C:18](=[O:31])[C:19]1[CH:24]=[CH:23][CH:22]=[C:21]([CH2:25][N:26]([CH2:29][CH3:30])[CH2:27][CH3:28])[CH:20]=1)=[O:10])[CH3:7].[C:32](=O)([O-])[OH:33].[Na+].